Dataset: Reaction yield outcomes from USPTO patents with 853,638 reactions. Task: Predict the reaction yield, written as a fraction of the theoretical maximum amount of product (1.0 means a 100% yield; for example, 0.34 means a 34% yield). The reactants are [F:1][C:2]1[CH:7]=[C:6]([CH3:8])[C:5]([N+:9]([O-:11])=[O:10])=[CH:4][C:3]=1[N+:12]([O-:14])=[O:13].C[C:16]([N:18]([CH3:20])[CH3:19])=O.CN(C=O)C. The catalyst is O. The product is [F:1][C:2]1[C:3]([N+:12]([O-:14])=[O:13])=[CH:4][C:5]([N+:9]([O-:11])=[O:10])=[C:6](/[CH:8]=[CH:16]/[N:18]([CH3:20])[CH3:19])[CH:7]=1. The yield is 0.630.